Dataset: Full USPTO retrosynthesis dataset with 1.9M reactions from patents (1976-2016). Task: Predict the reactants needed to synthesize the given product. Given the product [CH3:26][CH:25]([C:23]1[C:22]([O:29][CH2:30][O:31][CH3:32])=[CH:21][C:20]([O:33][CH2:34][O:35][CH3:36])=[C:19]([C:18]2[N:14]([C:11]3[CH:12]=[CH:13][C:8]([CH2:7][N:1]4[CH2:6][CH2:5][O:4][CH2:3][CH2:2]4)=[CH:9][CH:10]=3)[C:15](=[S:38])[NH:16][N:17]=2)[CH:24]=1)[C:27]#[CH:28], predict the reactants needed to synthesize it. The reactants are: [N:1]1([CH2:7][C:8]2[CH:13]=[CH:12][C:11]([NH:14][C:15](=[S:38])[NH:16][NH:17][C:18](=O)[C:19]3[CH:24]=[C:23]([CH:25]([C:27]#[CH:28])[CH3:26])[C:22]([O:29][CH2:30][O:31][CH3:32])=[CH:21][C:20]=3[O:33][CH2:34][O:35][CH3:36])=[CH:10][CH:9]=2)[CH2:6][CH2:5][O:4][CH2:3][CH2:2]1.[OH-].[Na+].